The task is: Predict the reaction yield, written as a fraction of the theoretical maximum amount of product (1.0 means a 100% yield; for example, 0.34 means a 34% yield).. This data is from Reaction yield outcomes from USPTO patents with 853,638 reactions. (1) The reactants are [CH3:1][N:2]1[C:6]([C:7]([OH:9])=O)=[CH:5][C:4]([C:10]([F:13])([F:12])[F:11])=[N:3]1.O1CCCC1.C(Cl)(=O)C(Cl)=O.[NH2:25][C:26]1[CH:27]=[C:28]([CH:45]=[CH:46][C:47]=1[CH3:48])[O:29][C:30]1[CH:31]=[CH:32][C:33]2[N:34]([CH:36]=[C:37]([NH:39][C:40]([CH:42]3[CH2:44][CH2:43]3)=[O:41])[N:38]=2)[N:35]=1. The catalyst is CN(C)C=O.CN(C)C(=O)C. The product is [CH:42]1([C:40]([NH:39][C:37]2[N:38]=[C:33]3[CH:32]=[CH:31][C:30]([O:29][C:28]4[CH:45]=[CH:46][C:47]([CH3:48])=[C:26]([NH:25][C:7]([C:6]5[N:2]([CH3:1])[N:3]=[C:4]([C:10]([F:13])([F:12])[F:11])[CH:5]=5)=[O:9])[CH:27]=4)=[N:35][N:34]3[CH:36]=2)=[O:41])[CH2:43][CH2:44]1. The yield is 0.760. (2) The reactants are [Cl:1][C:2]1[CH:10]=[C:9]2[C:5]([C:6]([C:11](=[O:16])[C:12]([F:15])([F:14])[F:13])=[CH:7][NH:8]2)=[CH:4][C:3]=1[CH3:17].[H-].[Na+].[CH3:20][N:21]([CH2:23][C:24](Cl)=O)[CH3:22].CN(C=[O:31])C. No catalyst specified. The product is [Cl:1][C:2]1[CH:10]=[C:9]2[C:5]([C:6]([C:11](=[O:16])[C:12]([F:13])([F:14])[F:15])=[CH:7][N:8]2[CH2:24][C:23]([N:21]([CH3:22])[CH3:20])=[O:31])=[CH:4][C:3]=1[CH3:17]. The yield is 0.600. (3) The reactants are Br[C:2]1[CH:7]=[CH:6][CH:5]=[CH:4][N:3]=1.Br[C:9]1[CH:14]=[C:13]([Br:15])[CH:12]=[C:11](Br)[CH:10]=1. The catalyst is CCCCC.C([Li])(C)(C)C.O1CCCC1.[Zn].ClC(N(C)C)C(Cl)N(C)C.C1C=CC([P]([Pd]([P](C2C=CC=CC=2)(C2C=CC=CC=2)C2C=CC=CC=2)([P](C2C=CC=CC=2)(C2C=CC=CC=2)C2C=CC=CC=2)[P](C2C=CC=CC=2)(C2C=CC=CC=2)C2C=CC=CC=2)(C2C=CC=CC=2)C2C=CC=CC=2)=CC=1. The product is [N:3]1[CH:4]=[CH:5][CH:6]=[CH:7][C:2]=1[C:11]1[CH:12]=[C:13]([Br:15])[CH:14]=[C:9]([C:2]2[CH:7]=[CH:6][CH:5]=[CH:4][N:3]=2)[CH:10]=1. The yield is 0.660.